From a dataset of Full USPTO retrosynthesis dataset with 1.9M reactions from patents (1976-2016). Predict the reactants needed to synthesize the given product. (1) Given the product [Cl:1][C:2]1[CH:7]=[CH:6][C:5]([CH2:8][NH:9][C:10](=[O:27])[C:11]2[C:16]([CH3:17])=[CH:15][C:14]([N:18]3[CH2:19][CH2:20][O:21][CH2:22][CH2:23]3)=[CH:13][C:12]=2[CH:24]([CH3:25])[CH3:26])=[CH:4][CH:3]=1, predict the reactants needed to synthesize it. The reactants are: [Cl:1][C:2]1[CH:7]=[CH:6][C:5]([CH2:8][NH:9][C:10](=[O:27])[C:11]2[C:16]([CH3:17])=[CH:15][C:14]([N:18]3[CH2:23][CH2:22][O:21][CH2:20][CH2:19]3)=[CH:13][C:12]=2[C:24]([CH3:26])=[CH2:25])=[CH:4][CH:3]=1. (2) Given the product [CH3:34][N:1]1[CH2:6][CH2:5][CH:4]([N:7]2[CH:11]=[C:10]([NH:12][C:13](=[O:30])[CH:14]([NH:18][C:19](=[O:29])[CH2:20][C:21]3[CH:26]=[C:25]([F:27])[CH:24]=[C:23]([F:28])[CH:22]=3)[CH2:15][CH2:16][CH3:17])[N:9]=[CH:8]2)[CH2:3][CH2:2]1, predict the reactants needed to synthesize it. The reactants are: [NH:1]1[CH2:6][CH2:5][CH:4]([N:7]2[CH:11]=[C:10]([NH:12][C:13](=[O:30])[CH:14]([NH:18][C:19](=[O:29])[CH2:20][C:21]3[CH:26]=[C:25]([F:27])[CH:24]=[C:23]([F:28])[CH:22]=3)[CH2:15][CH2:16][CH3:17])[N:9]=[CH:8]2)[CH2:3][CH2:2]1.O.C=O.[CH:34](O)=O.